From a dataset of Full USPTO retrosynthesis dataset with 1.9M reactions from patents (1976-2016). Predict the reactants needed to synthesize the given product. (1) Given the product [CH2:26]([S:28]([C:31]1[CH:36]=[C:35]([C:2]2[C:7]3[C:8]4[C:9]([NH:15][C:6]=3[C:5](=[O:16])[N:4]([CH2:17][C:18]3[CH:23]=[CH:22][C:21]([O:24][CH3:25])=[CH:20][CH:19]=3)[CH:3]=2)=[N:10][CH:11]=[C:12]([CH3:14])[CH:13]=4)[CH:34]=[CH:33][CH:32]=1)(=[O:29])=[O:30])[CH3:27], predict the reactants needed to synthesize it. The reactants are: I[C:2]1[C:7]2[C:8]3[C:9]([NH:15][C:6]=2[C:5](=[O:16])[N:4]([CH2:17][C:18]2[CH:23]=[CH:22][C:21]([O:24][CH3:25])=[CH:20][CH:19]=2)[CH:3]=1)=[N:10][CH:11]=[C:12]([CH3:14])[CH:13]=3.[CH2:26]([S:28]([C:31]1[CH:32]=[C:33](B(O)O)[CH:34]=[CH:35][CH:36]=1)(=[O:30])=[O:29])[CH3:27].O1CCOCC1. (2) Given the product [Cl:5][C:6]1[C:14]2[C:9](=[CH:10][CH:11]=[C:12]([NH2:15])[CH:13]=2)[NH:8][N:7]=1, predict the reactants needed to synthesize it. The reactants are: [Sn](Cl)Cl.Cl.[Cl:5][C:6]1[C:14]2[C:9](=[CH:10][CH:11]=[C:12]([N+:15]([O-])=O)[CH:13]=2)[NH:8][N:7]=1.